From a dataset of Forward reaction prediction with 1.9M reactions from USPTO patents (1976-2016). Predict the product of the given reaction. (1) Given the reactants [CH2:1]([O:3][CH2:4][C:5](Cl)=[O:6])[CH3:2].[F:8][C:9]1[CH:14]=[CH:13][C:12]([C:15]2[CH:19]=[C:18]([CH2:20][NH:21][C:22]3[C:27]([CH3:28])=[C:26]([CH3:29])[N:25]=[C:24]([N:30]([CH2:40][C:41]4[CH:46]=[CH:45][C:44]([O:47][CH3:48])=[CH:43][CH:42]=4)[CH2:31][C:32]4[CH:37]=[CH:36][C:35]([O:38][CH3:39])=[CH:34][CH:33]=4)[C:23]=3[NH2:49])[O:17][N:16]=2)=[CH:11][CH:10]=1.C(N(CC)CC)C, predict the reaction product. The product is: [CH3:48][O:47][C:44]1[CH:43]=[CH:42][C:41]([CH2:40][N:30]([CH2:31][C:32]2[CH:33]=[CH:34][C:35]([O:38][CH3:39])=[CH:36][CH:37]=2)[C:24]2[C:23]([NH:49][C:5](=[O:6])[CH2:4][O:3][CH2:1][CH3:2])=[C:22]([NH:21][CH2:20][C:18]3[O:17][N:16]=[C:15]([C:12]4[CH:13]=[CH:14][C:9]([F:8])=[CH:10][CH:11]=4)[CH:19]=3)[C:27]([CH3:28])=[C:26]([CH3:29])[N:25]=2)=[CH:46][CH:45]=1. (2) Given the reactants [C:1]([O:5][C:6](=[O:20])[NH:7][C:8]1[CH:9]=[CH:10][C:11]2[CH2:17][CH2:16][CH2:15][C:14](=[S:18])[NH:13][C:12]=2[CH:19]=1)([CH3:4])([CH3:3])[CH3:2].[C:21](=O)([O-])[O-].[K+].[K+].IC, predict the reaction product. The product is: [C:1]([O:5][C:6](=[O:20])[NH:7][C:8]1[CH:9]=[CH:10][C:11]2[CH2:17][CH2:16][CH2:15][C:14]([S:18][CH3:21])=[N:13][C:12]=2[CH:19]=1)([CH3:4])([CH3:2])[CH3:3]. (3) Given the reactants [CH2:1]([O:3][C@@H:4]([CH2:8][C:9]1[CH:14]=[CH:13][C:12]([O:15][CH2:16][C:17]2[CH:22]=[CH:21][C:20]([S:23]([CH3:26])(=[O:25])=[O:24])=[CH:19][CH:18]=2)=[CH:11][CH:10]=1)[C:5]([OH:7])=O)[CH3:2].F[P-](F)(F)(F)(F)F.C[N+](C)=[C:36](N(C)C)[O:37][N:38]1C2N=CC=CC=2N=N1.C(N(CC)C(C)C)(C)C.[Cl-].CO[NH3+], predict the reaction product. The product is: [CH2:1]([O:3][C@@H:4]([CH2:8][C:9]1[CH:14]=[CH:13][C:12]([O:15][CH2:16][C:17]2[CH:22]=[CH:21][C:20]([S:23]([CH3:26])(=[O:25])=[O:24])=[CH:19][CH:18]=2)=[CH:11][CH:10]=1)[C:5]([NH:38][O:37][CH3:36])=[O:7])[CH3:2].